This data is from Catalyst prediction with 721,799 reactions and 888 catalyst types from USPTO. The task is: Predict which catalyst facilitates the given reaction. Reactant: I[C:2]1[N:11]=[C:10]2[N:4]([CH2:5][CH2:6][C:7]3[CH:23]=[CH:22][CH:21]=[CH:20][C:8]=3[CH:9]2[O:12][CH:13]2[CH2:18][CH2:17][N:16]([CH3:19])[CH2:15][CH2:14]2)[C:3]=1[CH3:24].C([O-])([O-])=O.[K+].[K+].[OH:31][C@H:32]1[CH2:37][CH2:36][C@H:35]([NH:38][C:39]([C:41]2[CH:46]=[CH:45][C:44](B(O)O)=[CH:43][CH:42]=2)=[O:40])[CH2:34][CH2:33]1.O. Product: [OH:31][CH:32]1[CH2:33][CH2:34][CH:35]([NH:38][C:39](=[O:40])[C:41]2[CH:46]=[CH:45][C:44]([C:2]3[N:11]=[C:10]4[N:4]([CH2:5][CH2:6][C:7]5[CH:23]=[CH:22][CH:21]=[CH:20][C:8]=5[CH:9]4[O:12][CH:13]4[CH2:18][CH2:17][N:16]([CH3:19])[CH2:15][CH2:14]4)[C:3]=3[CH3:24])=[CH:43][CH:42]=2)[CH2:36][CH2:37]1. The catalyst class is: 450.